This data is from Reaction yield outcomes from USPTO patents with 853,638 reactions. The task is: Predict the reaction yield, written as a fraction of the theoretical maximum amount of product (1.0 means a 100% yield; for example, 0.34 means a 34% yield). The reactants are [CH3:1][C:2]([O:5][C:6]([NH:8][C@H:9]([C:18]([OH:20])=O)[CH2:10][CH2:11][C:12]1[CH:17]=[CH:16][CH:15]=[CH:14][CH:13]=1)=[O:7])([CH3:4])[CH3:3].C[Si](C=[N+]=[N-])(C)C.[NH2:28][OH:29].Cl.[OH-].[K+].Cl. The catalyst is CCOCC.CO.C(Cl)Cl.CO. The product is [OH:29][NH:28][C:18]([C@@H:9]([NH:8][C:6]([O:5][C:2]([CH3:4])([CH3:3])[CH3:1])=[O:7])[CH2:10][CH2:11][C:12]1[CH:17]=[CH:16][CH:15]=[CH:14][CH:13]=1)=[O:20]. The yield is 0.499.